This data is from Forward reaction prediction with 1.9M reactions from USPTO patents (1976-2016). The task is: Predict the product of the given reaction. (1) The product is: [Cl:8][C:9]1[C:13]([Cl:14])=[C:12]([CH2:15][OH:16])[S:11][N:10]=1. Given the reactants [BH4-].[Na+].C1COCC1.[Cl:8][C:9]1[C:13]([Cl:14])=[C:12]([C:15](Cl)=[O:16])[S:11][N:10]=1.C(O)(=O)CC(CC(O)=O)(C(O)=O)O, predict the reaction product. (2) Given the reactants CS(NC1C=CC=CC=1N1CCN(C(OC(C)(C)C)=O)CC1)(=O)=O.[NH2:25][C:26]1[CH:31]=[CH:30][CH:29]=[CH:28][C:27]=1[N:32]1[CH2:37][CH2:36][N:35]([C:38](=[O:68])[C@H:39]([NH:48][C:49]([C@@H:51]2[CH2:60][C:59]3[C:54](=[CH:55][CH:56]=[CH:57][CH:58]=3)[CH2:53][N:52]2C(OC(C)(C)C)=O)=[O:50])[CH2:40][C:41]2[CH:46]=[CH:45][C:44]([Cl:47])=[CH:43][CH:42]=2)[CH2:34][CH2:33]1.N1C=CC=CC=1.[N+:75]([C:78]1[CH:83]=[CH:82][CH:81]=[CH:80][C:79]=1[CH2:84][S:85](Cl)(=[O:87])=[O:86])([O-:77])=[O:76].Cl, predict the reaction product. The product is: [Cl:47][C:44]1[CH:43]=[CH:42][C:41]([CH2:40][C@@H:39]([NH:48][C:49]([C@@H:51]2[CH2:60][C:59]3[C:54](=[CH:55][CH:56]=[CH:57][CH:58]=3)[CH2:53][NH:52]2)=[O:50])[C:38]([N:35]2[CH2:36][CH2:37][N:32]([C:27]3[CH:28]=[CH:29][CH:30]=[CH:31][C:26]=3[NH:25][S:85]([CH2:84][C:79]3[CH:80]=[CH:81][CH:82]=[CH:83][C:78]=3[N+:75]([O-:77])=[O:76])(=[O:86])=[O:87])[CH2:33][CH2:34]2)=[O:68])=[CH:46][CH:45]=1. (3) Given the reactants Br[C:2]1[CH:11]=[C:10]2[C:5]([N:6]=[CH:7][C:8]([NH:12][C:13]3[CH:14]=[C:15]([CH:19]=[C:20](OC)[CH:21]=3)[C:16]([OH:18])=[O:17])=[N:9]2)=[CH:4][CH:3]=1.CC1(C)C(C)(C)OB([C:32]2[CH:33]=[C:34]([NH:38][S:39]([C:42]3[CH:47]=[CH:46][CH:45]=[CH:44][CH:43]=3)(=[O:41])=[O:40])[CH:35]=[N:36][CH:37]=2)O1.C(=O)([O-])[O-].[K+].[K+], predict the reaction product. The product is: [C:42]1([S:39]([NH:38][C:34]2[CH:33]=[C:32]([C:2]3[CH:11]=[C:10]4[C:5]([N:6]=[CH:7][C:8]([NH:12][C:13]5[CH:14]=[C:15]([CH:19]=[CH:20][CH:21]=5)[C:16]([OH:18])=[O:17])=[N:9]4)=[CH:4][CH:3]=3)[CH:37]=[N:36][CH:35]=2)(=[O:41])=[O:40])[CH:47]=[CH:46][CH:45]=[CH:44][CH:43]=1. (4) Given the reactants Cl[C:2]1[CH:11]=[C:10]([C:12]([NH:14][CH2:15][C@H:16]2[CH2:21][CH2:20][C@H:19]([CH2:22][NH:23][C:24](=[O:30])[O:25][C:26]([CH3:29])([CH3:28])[CH3:27])[CH2:18][CH2:17]2)=[O:13])[C:9]2[C:4](=[CH:5][CH:6]=[CH:7][CH:8]=2)[N:3]=1.CC1(C)C(C)(C)OB([C:39]2[CH:40]=[C:41]([CH2:45][C:46]([OH:48])=[O:47])[CH:42]=[CH:43][CH:44]=2)O1.C([O-])([O-])=O.[K+].[K+].O, predict the reaction product. The product is: [C:26]([O:25][C:24]([NH:23][CH2:22][C@H:19]1[CH2:20][CH2:21][C@H:16]([CH2:15][NH:14][C:12]([C:10]2[C:9]3[C:4](=[CH:5][CH:6]=[CH:7][CH:8]=3)[N:3]=[C:2]([C:39]3[CH:40]=[C:41]([CH2:45][C:46]([OH:48])=[O:47])[CH:42]=[CH:43][CH:44]=3)[CH:11]=2)=[O:13])[CH2:17][CH2:18]1)=[O:30])([CH3:29])([CH3:28])[CH3:27]. (5) Given the reactants [F:1][C:2]1[C:3]([CH3:20])=[CH:4][C:5]2[C:6]3[C:7]4[CH:19]=[CH:18][CH:17]=[N:16][C:8]=4[O:9][C:10](=[O:15])[C:11]=3[NH:12][C:13]=2[CH:14]=1.Br[CH2:22][C:23]1[CH:24]=[C:25]([CH:28]=[CH:29][C:30]=1[F:31])[C:26]#[N:27], predict the reaction product. The product is: [F:31][C:30]1[CH:29]=[CH:28][C:25]([C:26]#[N:27])=[CH:24][C:23]=1[CH2:22][N:12]1[C:11]2[C:10](=[O:15])[O:9][C:8]3[N:16]=[CH:17][CH:18]=[CH:19][C:7]=3[C:6]=2[C:5]2[CH:4]=[C:3]([CH3:20])[C:2]([F:1])=[CH:14][C:13]1=2. (6) Given the reactants [CH3:1][O:2][CH2:3][C@@H:4]1[NH:10][CH2:9][C:8]2[CH:11]=[CH:12][C:13]([C:15]([O:17][CH3:18])=[O:16])=[CH:14][C:7]=2[O:6][CH2:5]1.[C:19]1(B(O)O)[CH:24]=[CH:23][CH:22]=[CH:21][CH:20]=1.CCN(CC)CC, predict the reaction product. The product is: [CH3:1][O:2][CH2:3][C@@H:4]1[N:10]([C:19]2[CH:24]=[CH:23][CH:22]=[CH:21][CH:20]=2)[CH2:9][C:8]2[CH:11]=[CH:12][C:13]([C:15]([O:17][CH3:18])=[O:16])=[CH:14][C:7]=2[O:6][CH2:5]1. (7) Given the reactants [Cl:1][C:2]1[CH:3]=[CH:4][C:5]([OH:23])=[C:6]([CH:22]=1)[C:7]([NH:9][C@H:10]([C:12]1[CH:21]=[CH:20][C:15]([C:16]([O:18][CH3:19])=[O:17])=[CH:14][CH:13]=1)[CH3:11])=[O:8].[CH:24]1([CH2:28]O)[CH2:27][CH2:26][CH2:25]1, predict the reaction product. The product is: [Cl:1][C:2]1[CH:3]=[CH:4][C:5]([O:23][CH2:28][CH:24]2[CH2:27][CH2:26][CH2:25]2)=[C:6]([CH:22]=1)[C:7]([NH:9][C@H:10]([C:12]1[CH:21]=[CH:20][C:15]([C:16]([O:18][CH3:19])=[O:17])=[CH:14][CH:13]=1)[CH3:11])=[O:8]. (8) Given the reactants [Br:1]N1C(=O)CCC1=O.[CH3:9][O:10][C:11]1[N:16]2[N:17]=[C:18]([C:20]3[CH:25]=[CH:24][CH:23]=[CH:22][CH:21]=3)[CH:19]=[C:15]2[CH:14]=[CH:13][CH:12]=1.C(=O)(O)[O-].[Na+], predict the reaction product. The product is: [Br:1][C:19]1[C:18]([C:20]2[CH:25]=[CH:24][CH:23]=[CH:22][CH:21]=2)=[N:17][N:16]2[C:11]([O:10][CH3:9])=[CH:12][CH:13]=[CH:14][C:15]=12. (9) Given the reactants [Cl:1][C:2]1[CH:7]=[CH:6][C:5]([O:8][C:9]2[CH:10]=[CH:11][C:12]([C:15]#N)=[N:13][CH:14]=2)=[CH:4][C:3]=1[C:17]([F:20])([F:19])[F:18].[O:21]1CCCC1, predict the reaction product. The product is: [Cl:1][C:2]1[CH:7]=[CH:6][C:5]([O:8][C:9]2[CH:10]=[CH:11][C:12]([CH:15]=[O:21])=[N:13][CH:14]=2)=[CH:4][C:3]=1[C:17]([F:20])([F:19])[F:18]. (10) Given the reactants [F:1][C:2]1[CH:7]=[CH:6][C:5]([C:8]2[NH:12][C:11]([C@@H:13]3[CH2:17][CH2:16][CH2:15][N:14]3[C:18]([C@:20]34[CH2:46][CH2:45][C@@H:44]([CH:47]([CH3:49])[CH3:48])[C@@H:21]3[C@@H:22]3[C@@:35]([CH3:38])([CH2:36][CH2:37]4)[C@@:34]4([CH3:39])[C@@H:25]([C@:26]5([CH3:43])[C@@H:31]([CH2:32][CH2:33]4)[C:30]([CH3:41])([CH3:40])[C@@H:29]([OH:42])[CH2:28][CH2:27]5)[CH2:24][CH2:23]3)=[O:19])=[N:10][CH:9]=2)=[CH:4][CH:3]=1.[CH3:50][C:51]1([CH3:58])[CH2:56][C:55](=[O:57])[O:54][C:52]1=[O:53], predict the reaction product. The product is: [F:1][C:2]1[CH:3]=[CH:4][C:5]([C:8]2[NH:12][C:11]([C@@H:13]3[CH2:17][CH2:16][CH2:15][N:14]3[C:18]([C@:20]34[CH2:46][CH2:45][C@@H:44]([CH:47]([CH3:49])[CH3:48])[C@@H:21]3[C@@H:22]3[C@@:35]([CH3:38])([CH2:36][CH2:37]4)[C@@:34]4([CH3:39])[C@@H:25]([C@:26]5([CH3:43])[C@@H:31]([CH2:32][CH2:33]4)[C:30]([CH3:40])([CH3:41])[C@@H:29]([O:42][C:55](=[O:57])[CH2:56][C:51]([CH3:58])([CH3:50])[C:52]([OH:54])=[O:53])[CH2:28][CH2:27]5)[CH2:24][CH2:23]3)=[O:19])=[N:10][CH:9]=2)=[CH:6][CH:7]=1.